From a dataset of Reaction yield outcomes from USPTO patents with 853,638 reactions. Predict the reaction yield, written as a fraction of the theoretical maximum amount of product (1.0 means a 100% yield; for example, 0.34 means a 34% yield). (1) The reactants are [Br:1][C:2]1[C:3]([O:21][CH3:22])=[C:4]([C:8]2[N:12]([CH2:13][O:14][CH2:15][CH2:16][Si:17]([CH3:20])([CH3:19])[CH3:18])[CH:11]=[N:10][CH:9]=2)[CH:5]=[CH:6][CH:7]=1.[Li]CCCC.CN([CH:31]=[O:32])C. No catalyst specified. The product is [Br:1][C:2]1[C:3]([O:21][CH3:22])=[C:4]([C:8]2[N:12]([CH2:13][O:14][CH2:15][CH2:16][Si:17]([CH3:18])([CH3:20])[CH3:19])[C:11]([CH:31]=[O:32])=[N:10][CH:9]=2)[CH:5]=[CH:6][CH:7]=1. The yield is 0.470. (2) The reactants are Cl[C:2]1[N:11]=[C:10]([NH:12][CH2:13][CH:14]([C:21]2[CH:26]=[CH:25][CH:24]=[CH:23][CH:22]=2)[C:15]2[CH:20]=[CH:19][CH:18]=[CH:17][CH:16]=2)[C:9]2[C:4](=[CH:5][CH:6]=[C:7]([O:27][CH3:28])[CH:8]=2)[N:3]=1.[NH:29]1[C:37]2[C:32](=[CH:33][C:34](B(O)O)=[CH:35][CH:36]=2)[CH:31]=[CH:30]1.C(NC1C2C(=CC=CC=2)N=C(C2SC3C=CC=CC=3C=2)N=1)(C1C=CC=CC=1)C1C=CC=CC=1. The catalyst is C1CCCCC1.CCOC(C)=O. The product is [C:15]1([CH:14]([C:21]2[CH:26]=[CH:25][CH:24]=[CH:23][CH:22]=2)[CH2:13][NH:12][C:10]2[C:9]3[C:4](=[CH:5][CH:6]=[C:7]([O:27][CH3:28])[CH:8]=3)[N:3]=[C:2]([C:34]3[CH:33]=[C:32]4[C:37](=[CH:36][CH:35]=3)[NH:29][CH:30]=[CH:31]4)[N:11]=2)[CH:20]=[CH:19][CH:18]=[CH:17][CH:16]=1. The yield is 0.830. (3) The reactants are [Br:1][C:2]1[CH:3]=[C:4]([CH:12]=[C:13](I)[CH:14]=1)[C:5]([O:7][C:8]([CH3:11])([CH3:10])[CH3:9])=[O:6].[N:16]1[CH:21]=[CH:20][CH:19]=[C:18](B(O)O)[CH:17]=1.C(=O)([O-])[O-].[Na+].[Na+]. The catalyst is O1CCCC1.C(OCC)(=O)C.C1C=CC([P]([Pd]([P](C2C=CC=CC=2)(C2C=CC=CC=2)C2C=CC=CC=2)([P](C2C=CC=CC=2)(C2C=CC=CC=2)C2C=CC=CC=2)[P](C2C=CC=CC=2)(C2C=CC=CC=2)C2C=CC=CC=2)(C2C=CC=CC=2)C2C=CC=CC=2)=CC=1. The product is [Br:1][C:2]1[CH:3]=[C:4]([CH:12]=[C:13]([C:18]2[CH:17]=[N:16][CH:21]=[CH:20][CH:19]=2)[CH:14]=1)[C:5]([O:7][C:8]([CH3:11])([CH3:10])[CH3:9])=[O:6]. The yield is 0.350. (4) The reactants are [SH:1][CH2:2][CH2:3][OH:4].[Na+].[Cl-].P([O-])([O-])([O-])=O.[Na+].[Na+].[Na+].Br[C:16]1[C:21](=[O:22])[NH:20][C:18](=[O:19])[C:17]=1Br. The catalyst is CN(C=O)C. The product is [OH:4][CH2:3][CH2:2][S:1][C:17]1[C:18](=[O:19])[NH:20][C:21](=[O:22])[C:16]=1[S:1][CH2:2][CH2:3][OH:4]. The yield is 0.530. (5) The reactants are [OH:1][C:2]1[CH:3]=[CH:4][C:5]([CH3:12])=[C:6]([CH:11]=1)[C:7]([O:9][CH3:10])=[O:8].[CH2:13](I)[CH3:14]. The catalyst is CC#N.CCOC(C)=O.O. The product is [CH2:13]([O:1][C:2]1[CH:3]=[CH:4][C:5]([CH3:12])=[C:6]([CH:11]=1)[C:7]([O:9][CH3:10])=[O:8])[CH3:14]. The yield is 0.990.